Dataset: Full USPTO retrosynthesis dataset with 1.9M reactions from patents (1976-2016). Task: Predict the reactants needed to synthesize the given product. (1) The reactants are: [CH2:1]([C:4]1[C:5]([Cl:12])=[N:6][C:7]([Cl:11])=[N:8][C:9]=1Cl)[CH:2]=[CH2:3].[Cl:13][C:14]1[CH:20]=[CH:19][C:17]([NH2:18])=[CH:16][CH:15]=1.C(=O)([O-])[O-].[K+].[K+]. Given the product [CH2:1]([C:4]1[C:9]([NH:18][C:17]2[CH:19]=[CH:20][C:14]([Cl:13])=[CH:15][CH:16]=2)=[N:8][C:7]([Cl:11])=[N:6][C:5]=1[Cl:12])[CH:2]=[CH2:3], predict the reactants needed to synthesize it. (2) Given the product [CH2:1]([C:9]1[CH:14]=[CH:13][C:12]([CH2:15][CH2:16][Br:24])=[CH:11][CH:10]=1)[CH2:2][CH2:3][CH2:4][CH2:5][CH2:6][CH2:7][CH3:8], predict the reactants needed to synthesize it. The reactants are: [CH2:1]([C:9]1[CH:14]=[CH:13][C:12]([CH2:15][CH2:16]O)=[CH:11][CH:10]=1)[CH2:2][CH2:3][CH2:4][CH2:5][CH2:6][CH2:7][CH3:8].[O-]S([O-])=O.[Na+].[Na+].[BrH:24]. (3) Given the product [CH3:35][O:36][C:37](=[O:40])/[CH:38]=[CH:39]/[C:16]1[C:15]([CH2:14][N:7]([CH2:6][C:5]2[CH:4]=[C:3]([C:2]([F:34])([F:33])[F:1])[CH:28]=[C:27]([C:29]([F:32])([F:31])[F:30])[CH:26]=2)[C:8]2[N:9]=[N:10][N:11]([CH3:13])[N:12]=2)=[CH:20][C:19]([C:21]([F:24])([F:23])[F:22])=[CH:18][N:17]=1, predict the reactants needed to synthesize it. The reactants are: [F:1][C:2]([F:34])([F:33])[C:3]1[CH:4]=[C:5]([CH:26]=[C:27]([C:29]([F:32])([F:31])[F:30])[CH:28]=1)[CH2:6][N:7]([CH2:14][C:15]1[C:16](Cl)=[N:17][CH:18]=[C:19]([C:21]([F:24])([F:23])[F:22])[CH:20]=1)[C:8]1[N:9]=[N:10][N:11]([CH3:13])[N:12]=1.[CH3:35][O:36][C:37](=[O:40])[CH:38]=[CH2:39].C(N(CC)CC)C. (4) The reactants are: [C:1]([O:7][CH2:8][N:9]1[C:18](=[O:19])[C:17]2[C:12](=[CH:13][C:14]([O:22]CC3C=CC=CC=3)=[C:15]([O:20][CH3:21])[CH:16]=2)[N:11]=[CH:10]1)(=[O:6])[C:2]([CH3:5])([CH3:4])[CH3:3]. Given the product [C:1]([O:7][CH2:8][N:9]1[C:18](=[O:19])[C:17]2[C:12](=[CH:13][C:14]([OH:22])=[C:15]([O:20][CH3:21])[CH:16]=2)[N:11]=[CH:10]1)(=[O:6])[C:2]([CH3:5])([CH3:4])[CH3:3], predict the reactants needed to synthesize it. (5) Given the product [CH3:1][C:2]1[CH:3]=[C:4]([NH:21][C:31](=[O:32])[CH2:30][C:26]2[CH:27]=[CH:28][CH:29]=[C:24]([C:23]([F:34])([F:22])[F:35])[CH:25]=2)[CH:5]=[CH:6][C:7]=1[O:8][C:9]1[C:14]([C:15]2[CH:20]=[CH:19][N:18]=[CH:17][N:16]=2)=[CH:13][CH:12]=[CH:11][N:10]=1, predict the reactants needed to synthesize it. The reactants are: [CH3:1][C:2]1[CH:3]=[C:4]([NH2:21])[CH:5]=[CH:6][C:7]=1[O:8][C:9]1[C:14]([C:15]2[CH:20]=[CH:19][N:18]=[CH:17][N:16]=2)=[CH:13][CH:12]=[CH:11][N:10]=1.[F:22][C:23]([F:35])([F:34])[C:24]1[CH:25]=[C:26]([CH2:30][C:31](O)=[O:32])[CH:27]=[CH:28][CH:29]=1.C(Cl)CCl. (6) Given the product [Cl:51][C:52]1[CH:64]=[CH:63][CH:62]=[CH:61][C:53]=1[O:54][CH:55]1[CH2:60][CH2:59][N:58]([C:15](=[O:17])[CH2:14][C:13]([NH:12][C:10]2[S:11][C:7]([C:1]3[CH:2]=[CH:3][CH:4]=[CH:5][CH:6]=3)=[CH:8][N:9]=2)=[O:18])[CH2:57][CH2:56]1, predict the reactants needed to synthesize it. The reactants are: [C:1]1([C:7]2[S:11][C:10]([NH:12][C:13](=[O:18])[CH2:14][C:15]([OH:17])=O)=[N:9][CH:8]=2)[CH:6]=[CH:5][CH:4]=[CH:3][CH:2]=1.CCN(C(C)C)C(C)C.C1C=CC2N(O)N=NC=2C=1.CCN=C=NCCCN(C)C.Cl.Cl.[Cl:51][C:52]1[CH:64]=[CH:63][CH:62]=[CH:61][C:53]=1[O:54][CH:55]1[CH2:60][CH2:59][NH:58][CH2:57][CH2:56]1.